This data is from Reaction yield outcomes from USPTO patents with 853,638 reactions. The task is: Predict the reaction yield, written as a fraction of the theoretical maximum amount of product (1.0 means a 100% yield; for example, 0.34 means a 34% yield). (1) The reactants are Cl.[C:2]([C:6]1[CH:11]=[CH:10][C:9]([CH:12]2[C:16]3[C:17]([CH3:24])=[C:18]([NH2:23])[C:19]([CH3:22])=[C:20]([CH3:21])[C:15]=3[O:14][C:13]2([CH3:26])[CH3:25])=[CH:8][CH:7]=1)([CH3:5])([CH3:4])[CH3:3].[C:27]([CH2:31][C:32](Cl)=[O:33])([CH3:30])([CH3:29])[CH3:28].C(N(CC)CC)C.O. The catalyst is ClCCl. The product is [C:2]([C:6]1[CH:11]=[CH:10][C:9]([CH:12]2[C:16]3[C:17]([CH3:24])=[C:18]([NH:23][C:32](=[O:33])[CH2:31][C:27]([CH3:30])([CH3:29])[CH3:28])[C:19]([CH3:22])=[C:20]([CH3:21])[C:15]=3[O:14][C:13]2([CH3:26])[CH3:25])=[CH:8][CH:7]=1)([CH3:5])([CH3:4])[CH3:3]. The yield is 0.410. (2) The reactants are [Br:1][C:2]1[C:14](=[O:15])[N:13]([CH:16]2[CH2:20][CH2:19][CH2:18][CH2:17]2)[C:5]2[N:6]=[C:7](S(C)=O)[N:8]=[CH:9][C:4]=2[C:3]=1[CH3:21].[N:22]1([C:28]2[CH:29]=[N:30][C:31]([NH2:34])=[CH:32][CH:33]=2)[CH2:27][CH2:26][CH2:25][CH2:24][CH2:23]1. The catalyst is C1(C)C=CC=CC=1. The product is [Br:1][C:2]1[C:14](=[O:15])[N:13]([CH:16]2[CH2:20][CH2:19][CH2:18][CH2:17]2)[C:5]2[N:6]=[C:7]([NH:34][C:31]3[N:30]=[CH:29][C:28]([N:22]4[CH2:27][CH2:26][CH2:25][CH2:24][CH2:23]4)=[CH:33][CH:32]=3)[N:8]=[CH:9][C:4]=2[C:3]=1[CH3:21]. The yield is 0.273. (3) The product is [C:28]([O:27][C:25](=[O:26])[C@H:7]([C@@H:8]([CH2:19][CH2:20][C:21]([F:24])([F:22])[F:23])[C:9]([OH:11])=[O:10])[C:6]1[C:2]([CH3:1])=[N:3][O:4][CH:5]=1)([CH3:31])([CH3:29])[CH3:30]. The reactants are [CH3:1][C:2]1[C:6]([C@H:7]([C:25]([O:27][C:28]([CH3:31])([CH3:30])[CH3:29])=[O:26])[C@@H:8]([CH2:19][CH2:20][C:21]([F:24])([F:23])[F:22])[C:9]([O:11]CC2C=CC=CC=2)=[O:10])=[CH:5][O:4][N:3]=1.[H][H]. The catalyst is CO.[OH-].[OH-].[Pd+2]. The yield is 0.460. (4) The reactants are [CH3:1][N:2]([CH3:13])[C:3]1[N:12]=[C:6]2[CH:7]=[C:8]([NH2:11])[CH:9]=[CH:10][N:5]2[N:4]=1.[CH2:14]([O:16][C:17]([C:19]1[CH:20]=[N:21][N:22]([CH3:27])[C:23]=1[C:24](O)=[O:25])=[O:18])[CH3:15].CCCP(=O)=O.C(N(C(C)C)CC)(C)C. The catalyst is O1CCCC1. The product is [CH3:1][N:2]([CH3:13])[C:3]1[N:12]=[C:6]2[CH:7]=[C:8]([NH:11][C:24]([C:23]3[N:22]([CH3:27])[N:21]=[CH:20][C:19]=3[C:17]([O:16][CH2:14][CH3:15])=[O:18])=[O:25])[CH:9]=[CH:10][N:5]2[N:4]=1. The yield is 0.893. (5) The reactants are [CH:1]1([O:4][C:5]2[CH:6]=[C:7]([C:15]3[NH:32][C:18]4[CH:19]=[N:20][N:21](COCC[Si](C)(C)C)[C:22](=[O:23])[C:17]=4[C:16]=3[CH2:33][CH2:34][CH2:35][CH2:36][CH3:37])[CH:8]=[CH:9][C:10]=2[O:11][CH:12]([F:14])[F:13])[CH2:3][CH2:2]1.C1(OC2C=C(C3NC4C=NN(COCC[Si](C)(C)C)C(=O)C=4C=3CCC)C=CC=2OC(F)F)CC1. No catalyst specified. The product is [CH:1]1([O:4][C:5]2[CH:6]=[C:7]([C:15]3[NH:32][C:18]4[CH:19]=[N:20][NH:21][C:22](=[O:23])[C:17]=4[C:16]=3[CH2:33][CH2:34][CH2:35][CH2:36][CH3:37])[CH:8]=[CH:9][C:10]=2[O:11][CH:12]([F:13])[F:14])[CH2:2][CH2:3]1. The yield is 0.410. (6) The reactants are O.[NH2:2]N.C[N:5](/[CH:7]=[N:8]/[C:9](=O)[C:10]1[CH:15]=[CH:14][C:13]([CH3:16])=[C:12]([I:17])[CH:11]=1)C. The catalyst is C(O)(=O)C. The product is [I:17][C:12]1[CH:11]=[C:10]([C:9]2[NH:8][CH:7]=[N:5][N:2]=2)[CH:15]=[CH:14][C:13]=1[CH3:16]. The yield is 0.910. (7) The reactants are Cl[C:2]1[N:7]=[C:6]([NH:8][CH:9]2[CH2:14][CH2:13][CH2:12][CH2:11][CH2:10]2)[N:5]=[C:4]([NH:15][CH2:16][C:17]#[CH:18])[N:3]=1.Cl.[CH3:20][O:21][NH:22][CH3:23].C[O:25][N:26](C)C1N=C(NCCC)N=C(NCC#C)N=1. No catalyst specified. The product is [CH3:20][O:21][NH:22][CH3:23].[CH:9]1([NH:8][C:6]2[N:5]=[C:4]([NH:15][CH2:16][C:17]#[CH:18])[N:3]=[C:2]([NH:26][OH:25])[N:7]=2)[CH2:14][CH2:13][CH2:12][CH2:11][CH2:10]1. The yield is 0.800.